Dataset: Forward reaction prediction with 1.9M reactions from USPTO patents (1976-2016). Task: Predict the product of the given reaction. (1) The product is: [NH2:12][C:9]1[CH:10]=[CH:11][C:6]([S:3]([N:2]([CH3:15])[CH3:1])(=[O:5])=[O:4])=[CH:7][CH:8]=1. Given the reactants [CH3:1][N:2]([CH3:15])[S:3]([C:6]1[CH:11]=[CH:10][C:9]([N+:12]([O-])=O)=[CH:8][CH:7]=1)(=[O:5])=[O:4], predict the reaction product. (2) Given the reactants C(OC([N:8]1[CH2:12][CH2:11][C@@H:10]([N:13]2[CH:17]=[C:16](B3OC(C)(C)C(C)(C)O3)[CH:15]=[N:14]2)[CH2:9]1)=O)(C)(C)C.Br[C:28]1[CH:29]=[C:30]([C:35]2[N:36]=[CH:37][C:38]3[C:43]([CH:44]=2)=[C:42]([Cl:45])[CH:41]=[CH:40][C:39]=3[F:46])[C:31]([NH2:34])=[N:32][CH:33]=1.C(=O)([O-])[O-].[K+].[K+].[ClH:53], predict the reaction product. The product is: [ClH:45].[ClH:53].[ClH:45].[Cl:45][C:42]1[CH:41]=[CH:40][C:39]([F:46])=[C:38]2[C:43]=1[CH:44]=[C:35]([C:30]1[C:31]([NH2:34])=[N:32][CH:33]=[C:28]([C:16]3[CH:15]=[N:14][N:13]([C@@H:10]4[CH2:11][CH2:12][NH:8][CH2:9]4)[CH:17]=3)[CH:29]=1)[N:36]=[CH:37]2. (3) Given the reactants C([O:8][C:9]1[C:14]([N+:15]([O-])=O)=[CH:13][N:12]=[C:11]([O:18][CH2:19][C@@H:20]([NH:22][C:23](=[O:29])[O:24][C:25]([CH3:28])([CH3:27])[CH3:26])[CH3:21])[N:10]=1)C1C=CC=CC=1.[CH2:30]([O:37][C:38]1[CH:46]=[CH:45][C:41]([C:42](O)=[O:43])=[CH:40][C:39]=1[F:47])[C:31]1[CH:36]=[CH:35][CH:34]=[CH:33][CH:32]=1, predict the reaction product. The product is: [CH2:30]([O:37][C:38]1[CH:46]=[CH:45][C:41]([C:42]([NH:15][C:14]2[C:9]([OH:8])=[N:10][C:11]([O:18][CH2:19][C@@H:20]([NH:22][C:23](=[O:29])[O:24][C:25]([CH3:26])([CH3:27])[CH3:28])[CH3:21])=[N:12][CH:13]=2)=[O:43])=[CH:40][C:39]=1[F:47])[C:31]1[CH:32]=[CH:33][CH:34]=[CH:35][CH:36]=1. (4) Given the reactants FC[C@@H]1COC(=O)C1.N[C:10]1[CH:11]=[CH:12][CH2:13][N:14]2[CH:23]=[CH:22][C:21]3[C:16](=[CH:17][CH:18]=[CH:19][CH:20]=3)[C:15]=12, predict the reaction product. The product is: [CH:10]1[CH:11]=[CH:12][CH2:13][N:14]2[CH:23]=[CH:22][C:21]3[C:16](=[CH:17][CH:18]=[CH:19][CH:20]=3)[C:15]=12.